From a dataset of Peptide-MHC class I binding affinity with 185,985 pairs from IEDB/IMGT. Regression. Given a peptide amino acid sequence and an MHC pseudo amino acid sequence, predict their binding affinity value. This is MHC class I binding data. (1) The peptide sequence is KSDEIFALL. The MHC is Mamu-A01 with pseudo-sequence Mamu-A01. The binding affinity (normalized) is 0.906. (2) The peptide sequence is HSIAYGSSQVL. The MHC is Mamu-B01 with pseudo-sequence Mamu-B01. The binding affinity (normalized) is 0. (3) The peptide sequence is WQFAIHYSF. The MHC is HLA-A26:03 with pseudo-sequence HLA-A26:03. The binding affinity (normalized) is 0.0847. (4) The peptide sequence is HPNIEEVAL. The MHC is HLA-B44:02 with pseudo-sequence HLA-B44:02. The binding affinity (normalized) is 0.